Dataset: Reaction yield outcomes from USPTO patents with 853,638 reactions. Task: Predict the reaction yield, written as a fraction of the theoretical maximum amount of product (1.0 means a 100% yield; for example, 0.34 means a 34% yield). (1) The reactants are [NH2:1][C:2]1[NH:6][C:5]2[CH:7]=[CH:8][C:9]([C:11]3[CH:16]=[C:15]([Cl:17])[CH:14]=[CH:13][C:12]=3[OH:18])=[CH:10][C:4]=2[N:3]=1.[H-].[Na+].[F:21][C:22]1[CH:27]=[C:26](F)[C:25]([F:29])=[CH:24][C:23]=1[S:30]([N:33]([CH3:39])[C:34]1[S:38][N:37]=[CH:36][N:35]=1)(=[O:32])=[O:31]. The catalyst is CN(C)C=O.O. The product is [NH2:1][C:2]1[NH:6][C:5]2[CH:7]=[CH:8][C:9]([C:11]3[CH:16]=[C:15]([Cl:17])[CH:14]=[CH:13][C:12]=3[O:18][C:26]3[C:25]([F:29])=[CH:24][C:23]([S:30]([N:33]([CH3:39])[C:34]4[S:38][N:37]=[CH:36][N:35]=4)(=[O:31])=[O:32])=[C:22]([F:21])[CH:27]=3)=[CH:10][C:4]=2[N:3]=1. The yield is 0.630. (2) The reactants are [CH3:1][C:2]1([CH3:24])[CH2:11][CH2:10][C:9]([CH3:13])([CH3:12])[C:8]2[CH:7]=[C:6]([C:14]3([N+:21]([O-])=O)[CH:19]=[CH:18][CH:17]=[CH:16][CH:15]3[OH:20])[CH:5]=[CH:4][C:3]1=2.Cl. The catalyst is O.C(O)C.[Fe]. The product is [CH3:1][C:2]1([CH3:24])[CH2:11][CH2:10][C:9]([CH3:12])([CH3:13])[C:8]2[CH:7]=[C:6]([C:14]3([NH2:21])[CH:19]=[CH:18][CH:17]=[CH:16][CH:15]3[OH:20])[CH:5]=[CH:4][C:3]1=2. The yield is 0.850. (3) The reactants are [Cl:1][C:2]1[C:31]([Cl:32])=[CH:30][C:5]2[N:6](COC)[C:7]([C:9]3[N:10]([CH3:26])[C:11]4[C:16]([CH:17]=3)=[CH:15][C:14]([CH:18]=[C:19]3[S:23][C:22](=[O:24])[NH:21][C:20]3=[O:25])=[CH:13][CH:12]=4)=[N:8][C:4]=2[CH:3]=1.Cl.[OH-].[Na+]. The catalyst is O1CCOCC1. The product is [Cl:1][C:2]1[C:31]([Cl:32])=[CH:30][C:5]2[N:6]=[C:7]([C:9]3[N:10]([CH3:26])[C:11]4[C:16]([CH:17]=3)=[CH:15][C:14]([CH:18]=[C:19]3[S:23][C:22](=[O:24])[NH:21][C:20]3=[O:25])=[CH:13][CH:12]=4)[NH:8][C:4]=2[CH:3]=1. The yield is 0.510. (4) The yield is 0.130. The product is [N:1]1([CH:13]([C:16]2[N:21]=[CH:20][C:19]([C:22]3[CH:30]=[CH:29][C:25]([C:26]([NH2:28])=[O:27])=[CH:24][CH:23]=3)=[CH:18][CH:17]=2)[CH2:14][CH3:15])[CH:5]=[CH:4][N:3]=[CH:2]1. The reactants are [NH:1]1[CH:5]=[CH:4][N:3]=[CH:2]1.C(=O)([O-])[O-].[K+].[K+].Br[CH:13]([C:16]1[N:21]=[CH:20][C:19]([C:22]2[CH:30]=[CH:29][C:25]([C:26]([NH2:28])=[O:27])=[CH:24][CH:23]=2)=[CH:18][CH:17]=1)[CH2:14][CH3:15]. The catalyst is CN(C=O)C.O. (5) The reactants are Cl[C:2]1[N:7]2[N:8]=[C:9]([CH:11]([CH3:13])[CH3:12])[N:10]=[C:6]2[N:5]=[C:4]([CH3:14])[C:3]=1[CH2:15][C:16]([O:18][CH3:19])=[O:17].[C:20]1([CH3:29])[CH:25]=[CH:24][C:23](B(O)O)=[CH:22][CH:21]=1.C(N(C(C)C)CC)(C)C.C(OCC)(=O)C. The catalyst is O.COCCOC. The product is [CH:11]([C:9]1[N:10]=[C:6]2[N:5]=[C:4]([CH3:14])[C:3]([CH2:15][C:16]([O:18][CH3:19])=[O:17])=[C:2]([C:23]3[CH:24]=[CH:25][C:20]([CH3:29])=[CH:21][CH:22]=3)[N:7]2[N:8]=1)([CH3:13])[CH3:12]. The yield is 0.500.